Dataset: Full USPTO retrosynthesis dataset with 1.9M reactions from patents (1976-2016). Task: Predict the reactants needed to synthesize the given product. (1) Given the product [CH2:6]([O:5][C:3]([C:2]1[N:1]=[C:10]([C:12]2[CH:13]=[N:14][CH:15]=[CH:16][C:17]=2[C:18]([F:21])([F:20])[F:19])[O:9][N:8]=1)=[O:4])[CH3:7], predict the reactants needed to synthesize it. The reactants are: [NH2:1][C:2](=[N:8][O:9][C:10]([C:12]1[CH:13]=[N:14][CH:15]=[CH:16][C:17]=1[C:18]([F:21])([F:20])[F:19])=O)[C:3]([O:5][CH2:6][CH3:7])=[O:4].C(OCC)C. (2) Given the product [Br:3][C:4]1[CH:5]=[C:6]([CH:9]=[CH:10][C:11]=1[CH:12]1[C:13]2[C:31](=[O:32])[CH2:30][CH2:29][C:14]=2[N:15]([C:19]2[CH:24]=[CH:23][CH:22]=[C:21]([C:25]([F:28])([F:27])[F:26])[CH:20]=2)[C:16](=[O:18])[N:17]1[CH3:33])[C:7]#[N:8], predict the reactants needed to synthesize it. The reactants are: CI.[Br:3][C:4]1[CH:5]=[C:6]([CH:9]=[CH:10][C:11]=1[CH:12]1[NH:17][C:16](=[O:18])[N:15]([C:19]2[CH:24]=[CH:23][CH:22]=[C:21]([C:25]([F:28])([F:27])[F:26])[CH:20]=2)[C:14]2[CH2:29][CH2:30][C:31](=[O:32])[C:13]1=2)[C:7]#[N:8].[C:33](=O)([O-])[O-].[Cs+].[Cs+].O.